From a dataset of NCI-60 drug combinations with 297,098 pairs across 59 cell lines. Regression. Given two drug SMILES strings and cell line genomic features, predict the synergy score measuring deviation from expected non-interaction effect. (1) Drug 1: C1CC(C1)(C2=CC=C(C=C2)C3=C(C=C4C(=N3)C=CN5C4=NNC5=O)C6=CC=CC=C6)N. Drug 2: CC1CCC2CC(C(=CC=CC=CC(CC(C(=O)C(C(C(=CC(C(=O)CC(OC(=O)C3CCCCN3C(=O)C(=O)C1(O2)O)C(C)CC4CCC(C(C4)OC)OP(=O)(C)C)C)C)O)OC)C)C)C)OC. Cell line: HT29. Synergy scores: CSS=43.9, Synergy_ZIP=1.58, Synergy_Bliss=2.37, Synergy_Loewe=10.5, Synergy_HSA=11.4. (2) Drug 1: C1CC(=O)NC(=O)C1N2CC3=C(C2=O)C=CC=C3N. Drug 2: C1C(C(OC1N2C=NC(=NC2=O)N)CO)O. Cell line: NCI-H322M. Synergy scores: CSS=13.5, Synergy_ZIP=-2.98, Synergy_Bliss=0.560, Synergy_Loewe=-5.85, Synergy_HSA=2.90. (3) Drug 1: CC(C1=C(C=CC(=C1Cl)F)Cl)OC2=C(N=CC(=C2)C3=CN(N=C3)C4CCNCC4)N. Drug 2: CS(=O)(=O)C1=CC(=C(C=C1)C(=O)NC2=CC(=C(C=C2)Cl)C3=CC=CC=N3)Cl. Cell line: 786-0. Synergy scores: CSS=8.67, Synergy_ZIP=-3.68, Synergy_Bliss=0.799, Synergy_Loewe=0.528, Synergy_HSA=0.976. (4) Drug 1: COC1=CC(=CC(=C1O)OC)C2C3C(COC3=O)C(C4=CC5=C(C=C24)OCO5)OC6C(C(C7C(O6)COC(O7)C8=CC=CS8)O)O. Drug 2: C1=NC2=C(N=C(N=C2N1C3C(C(C(O3)CO)O)O)F)N. Cell line: RXF 393. Synergy scores: CSS=22.5, Synergy_ZIP=-5.29, Synergy_Bliss=3.25, Synergy_Loewe=-19.5, Synergy_HSA=2.59. (5) Drug 1: C1=NC2=C(N=C(N=C2N1C3C(C(C(O3)CO)O)O)F)N. Drug 2: CN1C2=C(C=C(C=C2)N(CCCl)CCCl)N=C1CCCC(=O)O.Cl. Cell line: MDA-MB-231. Synergy scores: CSS=8.06, Synergy_ZIP=0.0187, Synergy_Bliss=2.28, Synergy_Loewe=-5.07, Synergy_HSA=-0.716. (6) Drug 1: C1CCC(C1)C(CC#N)N2C=C(C=N2)C3=C4C=CNC4=NC=N3. Drug 2: C1CNP(=O)(OC1)N(CCCl)CCCl. Cell line: SNB-75. Synergy scores: CSS=-1.06, Synergy_ZIP=6.68, Synergy_Bliss=0.751, Synergy_Loewe=-3.12, Synergy_HSA=-2.85. (7) Drug 1: CC1OCC2C(O1)C(C(C(O2)OC3C4COC(=O)C4C(C5=CC6=C(C=C35)OCO6)C7=CC(=C(C(=C7)OC)O)OC)O)O. Drug 2: C1=CC=C(C=C1)NC(=O)CCCCCCC(=O)NO. Cell line: SK-OV-3. Synergy scores: CSS=76.2, Synergy_ZIP=9.81, Synergy_Bliss=8.64, Synergy_Loewe=1.52, Synergy_HSA=10.3. (8) Drug 1: CCCS(=O)(=O)NC1=C(C(=C(C=C1)F)C(=O)C2=CNC3=C2C=C(C=N3)C4=CC=C(C=C4)Cl)F. Drug 2: C1C(C(OC1N2C=NC(=NC2=O)N)CO)O. Cell line: SW-620. Synergy scores: CSS=22.3, Synergy_ZIP=3.43, Synergy_Bliss=4.74, Synergy_Loewe=-26.3, Synergy_HSA=-10.2. (9) Drug 1: CS(=O)(=O)C1=CC(=C(C=C1)C(=O)NC2=CC(=C(C=C2)Cl)C3=CC=CC=N3)Cl. Drug 2: C1=CN(C=N1)CC(O)(P(=O)(O)O)P(=O)(O)O. Cell line: SN12C. Synergy scores: CSS=4.82, Synergy_ZIP=-0.471, Synergy_Bliss=2.86, Synergy_Loewe=1.58, Synergy_HSA=2.05. (10) Drug 1: C1C(C(OC1N2C=NC3=C(N=C(N=C32)Cl)N)CO)O. Drug 2: CC1C(C(CC(O1)OC2CC(OC(C2O)C)OC3=CC4=CC5=C(C(=O)C(C(C5)C(C(=O)C(C(C)O)O)OC)OC6CC(C(C(O6)C)O)OC7CC(C(C(O7)C)O)OC8CC(C(C(O8)C)O)(C)O)C(=C4C(=C3C)O)O)O)O. Cell line: T-47D. Synergy scores: CSS=20.5, Synergy_ZIP=0.375, Synergy_Bliss=-1.65, Synergy_Loewe=-20.6, Synergy_HSA=-4.91.